From a dataset of Acute oral toxicity (LD50) regression data from Zhu et al.. Regression/Classification. Given a drug SMILES string, predict its toxicity properties. Task type varies by dataset: regression for continuous values (e.g., LD50, hERG inhibition percentage) or binary classification for toxic/non-toxic outcomes (e.g., AMES mutagenicity, cardiotoxicity, hepatotoxicity). Dataset: ld50_zhu. (1) The drug is CCc1ccc(Oc2ccc(C)cc2CC(=O)O)c(Cl)c1. The rat oral LD50 is 2.03, given as -log10 of the dose in mol/kg body weight (higher means more acutely toxic). (2) The molecule is C=COCCCC. The rat oral LD50 is 1.00, given as -log10 of the dose in mol/kg body weight (higher means more acutely toxic). (3) The drug is CC1(C)C(=O)N(Br)C(=O)N1Br. The rat oral LD50 is 3.06, given as -log10 of the dose in mol/kg body weight (higher means more acutely toxic).